Dataset: Forward reaction prediction with 1.9M reactions from USPTO patents (1976-2016). Task: Predict the product of the given reaction. (1) Given the reactants [F:1][C:2]1([F:44])[CH2:6][CH:5]([CH2:7][CH2:8][C@@H:9]2[N:14]([S:15]([C:18]3[CH:23]=[CH:22][CH:21]=[CH:20][CH:19]=3)(=[O:17])=[O:16])[CH2:13][CH2:12][N:11]([C:24]([O:26][CH2:27][C:28]3[CH:33]=[CH:32][CH:31]=[CH:30][CH:29]=3)=[O:25])[CH2:10]2)[CH:4]([NH:34]C(OCC[Si](C)(C)C)=O)[CH2:3]1.CCCC[N+](CCCC)(CCCC)CCCC.[F-], predict the reaction product. The product is: [NH2:34][CH:4]1[CH2:3][C:2]([F:44])([F:1])[CH2:6][CH:5]1[CH2:7][CH2:8][C@@H:9]1[N:14]([S:15]([C:18]2[CH:23]=[CH:22][CH:21]=[CH:20][CH:19]=2)(=[O:16])=[O:17])[CH2:13][CH2:12][N:11]([C:24]([O:26][CH2:27][C:28]2[CH:29]=[CH:30][CH:31]=[CH:32][CH:33]=2)=[O:25])[CH2:10]1. (2) Given the reactants [CH3:1][O:2][C:3]([C:5]1[N:9]=[C:8]([C:10]2[CH:15]=[CH:14][C:13]([O:16]CC3C=CC=CC=3)=[CH:12][N:11]=2)[N:7]([C:24]2[CH:25]=[N:26][C:27]([O:30][CH3:31])=[CH:28][CH:29]=2)[N:6]=1)=[O:4].C(O)(=O)C.C(OCC)(=O)C, predict the reaction product. The product is: [CH3:1][O:2][C:3]([C:5]1[N:9]=[C:8]([C:10]2[CH:15]=[CH:14][C:13]([OH:16])=[CH:12][N:11]=2)[N:7]([C:24]2[CH:25]=[N:26][C:27]([O:30][CH3:31])=[CH:28][CH:29]=2)[N:6]=1)=[O:4].